Dataset: Reaction yield outcomes from USPTO patents with 853,638 reactions. Task: Predict the reaction yield, written as a fraction of the theoretical maximum amount of product (1.0 means a 100% yield; for example, 0.34 means a 34% yield). (1) The reactants are [CH2:1]([N:3]([CH2:14][CH3:15])[C:4]([CH:6]1[CH2:11][CH2:10][CH2:9][CH:8](Br)[C:7]1=O)=[O:5])[CH3:2].[CH2:16]([O:23][CH2:24][CH2:25][NH:26][C:27]1[CH:32]=[CH:31][CH:30]=[C:29]([F:33])[CH:28]=1)[C:17]1[CH:22]=[CH:21][CH:20]=[CH:19][CH:18]=1. The catalyst is CC(O)C.[Cl-].[Zn+2].[Cl-]. The product is [CH2:1]([N:3]([CH2:14][CH3:15])[C:4]([CH:6]1[C:7]2[C:28]3[C:27](=[CH:32][CH:31]=[CH:30][C:29]=3[F:33])[N:26]([CH2:25][CH2:24][O:23][CH2:16][C:17]3[CH:22]=[CH:21][CH:20]=[CH:19][CH:18]=3)[C:8]=2[CH2:9][CH2:10][CH2:11]1)=[O:5])[CH3:2]. The yield is 0.300. (2) The reactants are [S:1]([N:11]1[C:15]2=[N:16][CH:17]=[CH:18][CH:19]=[C:14]2[C:13](C=O)=[CH:12]1)([C:4]1[CH:10]=[CH:9][C:7]([CH3:8])=[CH:6][CH:5]=1)(=[O:3])=[O:2].ClC1C=CC=C(C(OO)=[O:30])C=1. The catalyst is C(Cl)Cl. The product is [S:1]([N:11]1[C:15]2=[N:16][CH:17]=[CH:18][CH:19]=[C:14]2[C:13](=[O:30])[CH2:12]1)([C:4]1[CH:10]=[CH:9][C:7]([CH3:8])=[CH:6][CH:5]=1)(=[O:3])=[O:2]. The yield is 0.0900. (3) The product is [NH2:21][C:9]1[CH:8]=[C:7]([N:3]([CH2:1][CH3:2])[C:4](=[O:6])[CH3:5])[CH:12]=[CH:11][C:10]=1[NH:13][CH2:14][CH:15]1[CH2:16][CH2:17][O:18][CH2:19][CH2:20]1. The reactants are [CH2:1]([N:3]([C:7]1[CH:12]=[CH:11][C:10]([NH:13][CH2:14][CH:15]2[CH2:20][CH2:19][O:18][CH2:17][CH2:16]2)=[C:9]([N+:21]([O-])=O)[CH:8]=1)[C:4](=[O:6])[CH3:5])[CH3:2]. The yield is 0.950. The catalyst is C(OCC)(=O)C.[Pd]. (4) The reactants are Br[C:2]1[C:3]([C:11]([O:13][CH2:14][CH3:15])=[O:12])=[CH:4][N:5]2[C:10]=1[CH:9]=[CH:8][CH:7]=[CH:6]2.[CH3:16][C:17]1[CH:22]=[CH:21][CH:20]=[CH:19][C:18]=1B(O)O. No catalyst specified. The product is [CH3:16][C:17]1[CH:22]=[CH:21][CH:20]=[CH:19][C:18]=1[C:2]1[C:3]([C:11]([O:13][CH2:14][CH3:15])=[O:12])=[CH:4][N:5]2[C:10]=1[CH:9]=[CH:8][CH:7]=[CH:6]2. The yield is 0.670.